Dataset: Experimentally validated miRNA-target interactions with 360,000+ pairs, plus equal number of negative samples. Task: Binary Classification. Given a miRNA mature sequence and a target amino acid sequence, predict their likelihood of interaction. The miRNA is hsa-miR-642b-3p with sequence AGACACAUUUGGAGAGGGACCC. The protein sequence of the target gene is MKIDIHTHILPKEWPDLEKRFGYGGWVQLQQQGKGEAKMIKDGKLFRVIQQNCWDPEVRIREMNQKGVTVQALSTVPVMFSYWAKPKDTLELCQFLNNDLAATVARYPRRFVGLGTLPMQAPELAVEEMERCVKALGFPGIQIGSHINTWDLNDPELFPIYAAAERLNCSLFVHPWDMQMDGRMAKYWLPWLVGMPSETTMAICSMIMGGVFEKFPKLKVCFAHGGGAFPFTIGRIAHGFNMRPDLCAQDNPSDPRKYLGSFYTDSLVHDPLSLKLLTDVIGKDKVMLGTDYPFPLGEQE.... Result: 0 (no interaction).